Dataset: Forward reaction prediction with 1.9M reactions from USPTO patents (1976-2016). Task: Predict the product of the given reaction. (1) The product is: [CH3:1][S:2]([C:5]1[CH:6]=[CH:7][C:8]([CH2:11][NH2:12])=[N:9][CH:10]=1)(=[O:4])=[O:3]. Given the reactants [CH3:1][S:2]([C:5]1[CH:6]=[CH:7][C:8]([C:11]#[N:12])=[N:9][CH:10]=1)(=[O:4])=[O:3].C(OCC)(=O)C, predict the reaction product. (2) Given the reactants [N:1]1([CH2:5][CH2:6][N:7]2[CH:11]=[C:10](C3C=NC=C(C(F)(F)F)C=3)[N:9]=[C:8]2[CH:22]2[CH2:27][CH2:26][N:25]([C:28]3[N:33]=[CH:32][N:31]=[C:30]([NH2:34])[C:29]=3[CH2:35][CH3:36])[CH2:24][CH2:23]2)[CH2:4][CH2:3][CH2:2]1.N1(CCN2C=C([C:48]3[CH:53]=[CH:52][N:51]=[C:50]([C:54]([F:57])([F:56])[F:55])[CH:49]=3)N=C2C2CCNCC2)CCC1, predict the reaction product. The product is: [N:1]1([CH2:5][CH2:6][N:7]2[CH:11]=[C:10]([C:48]3[CH:53]=[CH:52][N:51]=[C:50]([C:54]([F:57])([F:56])[F:55])[CH:49]=3)[N:9]=[C:8]2[CH:22]2[CH2:23][CH2:24][N:25]([C:28]3[N:33]=[CH:32][N:31]=[C:30]([NH2:34])[C:29]=3[CH2:35][CH3:36])[CH2:26][CH2:27]2)[CH2:2][CH2:3][CH2:4]1. (3) Given the reactants [CH:1]([O:4][C:5]1[CH:24]=[CH:23][C:8]([O:9][C:10]2[S:11][C:12]([C:15]3[N:19]=[C:18]([CH:20]([OH:22])[CH3:21])[S:17][N:16]=3)=[CH:13][N:14]=2)=[CH:7][CH:6]=1)([CH3:3])[CH3:2].C(N(CC)CC)C.[CH3:32][S:33](Cl)(=[O:35])=[O:34], predict the reaction product. The product is: [CH3:32][S:33]([O:22][CH:20]([C:18]1[S:17][N:16]=[C:15]([C:12]2[S:11][C:10]([O:9][C:8]3[CH:23]=[CH:24][C:5]([O:4][CH:1]([CH3:2])[CH3:3])=[CH:6][CH:7]=3)=[N:14][CH:13]=2)[N:19]=1)[CH3:21])(=[O:35])=[O:34]. (4) Given the reactants [CH:1](=[O:10])[C:2]1[CH:9]=[CH:8][C:5]([CH:6]=[O:7])=[CH:4][CH:3]=1.[OH:11][CH2:12][C:13]([C:15]1[CH:20]=[CH:19][CH:18]=[CH:17][CH:16]=1)=[O:14].[OH-:21].[Na+].OO.Cl, predict the reaction product. The product is: [OH:11][C:12]1[C:13](=[O:14])[C:15]2[C:20](=[CH:19][CH:18]=[CH:17][CH:16]=2)[O:7][C:6]=1[C:5]1[CH:8]=[CH:9][C:2]([C:1]2[O:10][C:16]3[C:15]([C:13](=[O:14])[C:12]=2[OH:21])=[CH:20][CH:19]=[CH:18][CH:17]=3)=[CH:3][CH:4]=1.